Dataset: Full USPTO retrosynthesis dataset with 1.9M reactions from patents (1976-2016). Task: Predict the reactants needed to synthesize the given product. (1) Given the product [NH2:3][CH2:2][CH2:1][NH:4][C:33]([CH2:32][CH2:31][N:9]([CH2:8][C:5]([OH:7])=[O:6])[C:10]([CH2:12][CH2:13][CH2:14][CH2:15][CH2:16][CH2:17][CH2:18][CH2:19][CH2:20][CH2:21][CH2:22][CH2:23][CH2:24][CH2:25][CH2:26][CH2:27][C:28]([OH:30])=[O:29])=[O:11])=[O:34], predict the reactants needed to synthesize it. The reactants are: [CH2:1]([NH2:4])[CH2:2][NH2:3].[C:5]([CH2:8][N:9]([CH2:31][CH2:32][C:33](ON1C(=O)CCC1=O)=[O:34])[C:10]([CH2:12][CH2:13][CH2:14][CH2:15][CH2:16][CH2:17][CH2:18][CH2:19][CH2:20][CH2:21][CH2:22][CH2:23][CH2:24][CH2:25][CH2:26][CH2:27][C:28]([OH:30])=[O:29])=[O:11])([OH:7])=[O:6]. (2) Given the product [OH:4][CH2:3][C:2]([NH:1][C:34](=[O:35])[O:33][C:29]([CH3:32])([CH3:31])[CH3:30])([CH:7]1[CH2:16][CH2:15][C:14]2[C:9](=[CH:10][CH:11]=[C:12]([OH:17])[CH:13]=2)[CH2:8]1)[CH2:5][OH:6], predict the reactants needed to synthesize it. The reactants are: [NH2:1][C:2]([CH:7]1[CH2:16][CH2:15][C:14]2[C:9](=[CH:10][CH:11]=[C:12]([OH:17])[CH:13]=2)[CH2:8]1)([CH2:5][OH:6])[CH2:3][OH:4].O1CCCC1.O.C(=O)(O)[O-].[Na+].[C:29]([O:33][C:34](O[C:34]([O:33][C:29]([CH3:32])([CH3:31])[CH3:30])=[O:35])=[O:35])([CH3:32])([CH3:31])[CH3:30]. (3) Given the product [Cl:13][C:10]1[CH:11]=[CH:12][C:7]([NH:6][C:4](=[O:5])[C:3]2[CH:14]=[C:15]([C:18]([O:20][CH3:21])=[O:19])[CH:16]=[CH:17][C:2]=2[NH:1][CH2:35][CH:32]2[CH2:33][CH2:34][NH:29][CH2:30][CH2:31]2)=[N:8][CH:9]=1, predict the reactants needed to synthesize it. The reactants are: [NH2:1][C:2]1[CH:17]=[CH:16][C:15]([C:18]([O:20][CH3:21])=[O:19])=[CH:14][C:3]=1[C:4]([NH:6][C:7]1[CH:12]=[CH:11][C:10]([Cl:13])=[CH:9][N:8]=1)=[O:5].C(OC([N:29]1[CH2:34][CH2:33][CH:32]([CH:35]=O)[CH2:31][CH2:30]1)=O)(C)(C)C.[B-][N+](C)(C)C.CO. (4) Given the product [Cl:1][C:2]1[S:6][C:5]([C:7]([NH:26][CH2:27][C@@H:28]2[O:32][C:31](=[O:33])[N:30]([C:34]3[CH:39]=[CH:38][C:37]([N:40]4[CH2:45][CH2:44][O:43][CH2:42][C:41]4=[O:46])=[CH:36][CH:35]=3)[CH2:29]2)=[O:9])=[CH:4][CH:3]=1, predict the reactants needed to synthesize it. The reactants are: [Cl:1][C:2]1[S:6][C:5]([C:7]([OH:9])=O)=[CH:4][CH:3]=1.O1CCCC1.C1(C)C=CC(S(Cl)(=O)=O)=CC=1.[NH2:26][CH2:27][C@@H:28]1[O:32][C:31](=[O:33])[N:30]([C:34]2[CH:39]=[CH:38][C:37]([N:40]3[CH2:45][CH2:44][O:43][CH2:42][C:41]3=[O:46])=[CH:36][CH:35]=2)[CH2:29]1. (5) Given the product [CH3:1][O:2][C:3](=[O:34])[N:4]=[C:5]([S:32][CH3:33])[C:6]([C:20]1[CH:29]=[C:24]([O:36][CH3:35])[CH:23]=[C:22]([O:30][CH3:31])[CH:21]=1)=[N:7][C:8]1[CH:13]=[CH:12][C:11]([C:14]2[N:18]=[C:17]([CH3:19])[O:16][N:15]=2)=[CH:10][CH:9]=1, predict the reactants needed to synthesize it. The reactants are: [CH3:1][O:2][C:3](=[O:34])[N:4]=[C:5]([S:32][CH3:33])[C:6]([C:20]1[CH:21]=[C:22]([O:30][CH3:31])[C:23]2OCOC[C:24]=2[CH:29]=1)=[N:7][C:8]1[CH:13]=[CH:12][C:11]([C:14]2[N:18]=[C:17]([CH3:19])[O:16][N:15]=2)=[CH:10][CH:9]=1.[CH3:35][O:36]C1C=C(C=C(OC)C=1)C=O.